From a dataset of Full USPTO retrosynthesis dataset with 1.9M reactions from patents (1976-2016). Predict the reactants needed to synthesize the given product. (1) Given the product [Cl:1][C:2]1[CH:7]=[CH:6][C:5]([S:8][C:9]2[N:13]([CH2:30][CH3:31])[C:12]([C:14]3[CH:19]=[CH:18][CH:17]=[CH:16][CH:15]=3)=[N:11][C:10]=2[C:20]2[CH:21]=[CH:22][C:23]([C:24]#[N:25])=[CH:26][CH:27]=2)=[CH:4][CH:3]=1, predict the reactants needed to synthesize it. The reactants are: [Cl:1][C:2]1[CH:7]=[CH:6][C:5]([S:8][C:9]2[NH:13][C:12]([C:14]3[CH:19]=[CH:18][CH:17]=[CH:16][CH:15]=3)=[N:11][C:10]=2[C:20]2[CH:27]=[CH:26][C:23]([C:24]#[N:25])=[CH:22][CH:21]=2)=[CH:4][CH:3]=1.[H-].[Na+].[CH2:30](I)[CH3:31]. (2) Given the product [CH3:1][O:2][C:3]([C:5]1[CH:10]=[CH:9][C:8]([CH2:11][N:12]([CH2:13][CH:14]2[CH2:18][CH2:17][CH2:16][N:15]2[C:19]([O:21][C:22]([CH3:25])([CH3:24])[CH3:23])=[O:20])[CH3:26])=[CH:7][CH:6]=1)=[O:4], predict the reactants needed to synthesize it. The reactants are: [CH3:1][O:2][C:3]([C:5]1[CH:10]=[CH:9][C:8]([CH2:11][NH:12][CH2:13][CH:14]2[CH2:18][CH2:17][CH2:16][N:15]2[C:19]([O:21][C:22]([CH3:25])([CH3:24])[CH3:23])=[O:20])=[CH:7][CH:6]=1)=[O:4].[C:26](O)(=O)C.C=O.C(O[BH-](OC(=O)C)OC(=O)C)(=O)C.[Na+].C(=O)(O)[O-].[Na+]. (3) Given the product [Br:1][CH2:2][CH:3]([C:5]1[CH:16]=[CH:15][C:8]2[O:9][C:10]([CH3:13])([CH3:14])[O:11][CH2:12][C:7]=2[CH:6]=1)[OH:4], predict the reactants needed to synthesize it. The reactants are: [Br:1][CH2:2][C:3]([C:5]1[CH:16]=[CH:15][C:8]2[O:9][C:10]([CH3:14])([CH3:13])[O:11][CH2:12][C:7]=2[CH:6]=1)=[O:4].[BH4-].[Na+].[Cl-].[NH4+].O. (4) Given the product [Cl:1][C:2]1[N:3]=[C:4]2[N:12]([CH2:29][CH2:30][O:31][CH3:32])[C:11]([CH3:14])([CH3:13])[CH2:10][CH2:9][N:5]2[C:6](=[O:8])[CH:7]=1, predict the reactants needed to synthesize it. The reactants are: [Cl:1][C:2]1[N:3]=[C:4]2[NH:12][C:11]([CH3:14])([CH3:13])[CH2:10][CH2:9][N:5]2[C:6](=[O:8])[CH:7]=1.CC#N.C(=O)([O-])[O-].[Cs+].[Cs+].CS(O[CH2:29][CH2:30][O:31][CH3:32])(=O)=O. (5) Given the product [O:1]([C:8]1[CH:28]=[CH:27][C:11]([O:12][C:13]2[N:18]=[CH:17][N:16]=[C:15]([NH:19][C:20]3[N:21]=[C:22]([NH:26][C:35](=[O:36])[CH:34]=[CH:33][CH3:32])[CH:23]=[CH:24][CH:25]=3)[CH:14]=2)=[CH:10][CH:9]=1)[C:2]1[CH:7]=[CH:6][CH:5]=[CH:4][CH:3]=1, predict the reactants needed to synthesize it. The reactants are: [O:1]([C:8]1[CH:28]=[CH:27][C:11]([O:12][C:13]2[N:18]=[CH:17][N:16]=[C:15]([NH:19][C:20]3[CH:25]=[CH:24][CH:23]=[C:22]([NH2:26])[N:21]=3)[CH:14]=2)=[CH:10][CH:9]=1)[C:2]1[CH:7]=[CH:6][CH:5]=[CH:4][CH:3]=1.CN([CH2:32]/[CH:33]=[CH:34]/[C:35](Cl)=[O:36])C. (6) Given the product [Cl:18][C:19]1[CH:24]=[CH:23][C:22]([C@@H:25]([NH:27][CH2:16][CH2:15][C:2]2([OH:1])[CH2:3][CH2:4][C:5]3([O:10][CH2:9][C:8]([CH3:12])([CH3:11])[CH2:7][O:6]3)[CH2:13][CH2:14]2)[CH3:26])=[CH:21][CH:20]=1, predict the reactants needed to synthesize it. The reactants are: [OH:1][C:2]1([CH2:15][CH:16]=O)[CH2:14][CH2:13][C:5]2([O:10][CH2:9][C:8]([CH3:12])([CH3:11])[CH2:7][O:6]2)[CH2:4][CH2:3]1.[Cl:18][C:19]1[CH:24]=[CH:23][C:22]([C@@H:25]([NH2:27])[CH3:26])=[CH:21][CH:20]=1. (7) Given the product [Cl:1][C:2]1[CH:9]=[C:8]([N:10]([CH2:11][C:12]2[CH:13]=[CH:14][C:15]([O:18][C:19]([F:20])([F:21])[F:22])=[CH:16][CH:17]=2)[C:23](=[O:27])[CH2:24][CH2:25][CH3:26])[CH:7]=[C:4]([C:5]#[N:6])[CH:3]=1, predict the reactants needed to synthesize it. The reactants are: [Cl:1][C:2]1[CH:3]=[C:4]([CH:7]=[C:8]([NH:10][CH2:11][C:12]2[CH:17]=[CH:16][C:15]([O:18][C:19]([F:22])([F:21])[F:20])=[CH:14][CH:13]=2)[CH:9]=1)[C:5]#[N:6].[C:23](Cl)(=[O:27])[CH2:24][CH2:25][CH3:26].